Dataset: Forward reaction prediction with 1.9M reactions from USPTO patents (1976-2016). Task: Predict the product of the given reaction. (1) Given the reactants N(C(OC(C)C)=O)=NC(OC(C)C)=O.[CH3:15][O:16][CH2:17][O:18][C:19]1[CH:35]=[CH:34][C:22]2[CH2:23][C:24]([C:27]3[N:32]=[CH:31][C:30]([OH:33])=[CH:29][CH:28]=3)([CH3:26])[O:25][C:21]=2[CH:20]=1.O[CH2:37][C@@H:38]([NH:40][C:41](=[O:47])[O:42][C:43]([CH3:46])([CH3:45])[CH3:44])[CH3:39].C1(P(C2C=CC=CC=2)C2C=CC=CC=2)C=CC=CC=1, predict the reaction product. The product is: [CH3:15][O:16][CH2:17][O:18][C:19]1[CH:35]=[CH:34][C:22]2[CH2:23][C:24]([C:27]3[N:32]=[CH:31][C:30]([O:33][CH2:39][C@@H:38]([NH:40][C:41](=[O:47])[O:42][C:43]([CH3:44])([CH3:46])[CH3:45])[CH3:37])=[CH:29][CH:28]=3)([CH3:26])[O:25][C:21]=2[CH:20]=1. (2) The product is: [F:1][C:2]1[CH:7]=[CH:6][C:5]([C:8]2[CH:9]=[C:10]([O:14][S:24]([C:23]([F:36])([F:35])[F:22])(=[O:26])=[O:25])[N:11]=[N:12][CH:13]=2)=[CH:4][C:3]=1[C:15]1[C:20]([F:21])=[CH:19][CH:18]=[CH:17][N:16]=1. Given the reactants [F:1][C:2]1[CH:7]=[CH:6][C:5]([C:8]2[CH:13]=[N:12][NH:11][C:10](=[O:14])[CH:9]=2)=[CH:4][C:3]=1[C:15]1[C:20]([F:21])=[CH:19][CH:18]=[CH:17][N:16]=1.[F:22][C:23]([F:36])([F:35])[S:24](O[S:24]([C:23]([F:36])([F:35])[F:22])(=[O:26])=[O:25])(=[O:26])=[O:25].O, predict the reaction product. (3) Given the reactants Br[C:2]1[CH:11]=[CH:10][C:9]([Cl:12])=[CH:8][C:3]=1[C:4]([O:6][CH3:7])=[O:5].C1(C)C=CC=CC=1P(C1C=CC=CC=1C)C1C=CC=CC=1C.C(N(CCCC)CCCC)CCC.[C:48]([OH:52])(=[O:51])[CH:49]=[CH2:50], predict the reaction product. The product is: [Cl:12][C:9]1[CH:10]=[CH:11][C:2]([C:49](=[CH2:50])[C:48]([OH:52])=[O:51])=[C:3]([C:4]([O:6][CH3:7])=[O:5])[CH:8]=1. (4) Given the reactants [CH2:1]([O:8][C:9]1[CH:10]=[C:11]2[C:15](=[CH:16][C:17]=1[CH3:18])[NH:14][C:13](C(O)=O)=[CH:12]2)[C:2]1[CH:7]=[CH:6][CH:5]=[CH:4][CH:3]=1.Cl, predict the reaction product. The product is: [CH2:1]([O:8][C:9]1[CH:10]=[C:11]2[C:15](=[CH:16][C:17]=1[CH3:18])[NH:14][CH:13]=[CH:12]2)[C:2]1[CH:3]=[CH:4][CH:5]=[CH:6][CH:7]=1. (5) Given the reactants [CH:1](=O)[CH3:2].[NH:4]1[CH2:9][CH2:8][CH:7]([N:10]2[CH:14]=[C:13]([NH:15][C:16]3[N:21]=[C:20]([CH2:22][CH2:23][C:24]4[CH:29]=[CH:28][CH:27]=[CH:26][C:25]=4[CH:30]([CH3:34])[C:31]([NH2:33])=[O:32])[C:19]([C:35]([F:38])([F:37])[F:36])=[CH:18][N:17]=3)[CH:12]=[N:11]2)[CH2:6][CH2:5]1, predict the reaction product. The product is: [CH2:1]([N:4]1[CH2:5][CH2:6][CH:7]([N:10]2[CH:14]=[C:13]([NH:15][C:16]3[N:21]=[C:20]([CH2:22][CH2:23][C:24]4[CH:29]=[CH:28][CH:27]=[CH:26][C:25]=4[CH:30]([CH3:34])[C:31]([NH2:33])=[O:32])[C:19]([C:35]([F:37])([F:36])[F:38])=[CH:18][N:17]=3)[CH:12]=[N:11]2)[CH2:8][CH2:9]1)[CH3:2]. (6) Given the reactants [N+]([O-])(O)=O.OS(O)(=O)=O.[CH3:10][C:11]1C=C(C=CC=1)C(O)=O.CC1C([N+]([O-])=O)=C(C([N+]([O-])=O)=CC=1)C(O)=O.[CH3:36][C:37]1[C:38]([N+:49]([O-:51])=[O:50])=[CH:39][C:40]([N+:46]([O-:48])=[O:47])=[C:41]([CH:45]=1)[C:42]([OH:44])=[O:43].O=S(Cl)Cl, predict the reaction product. The product is: [CH2:10]([O:43][C:42](=[O:44])[C:41]1[CH:45]=[C:37]([CH3:36])[C:38]([N+:49]([O-:51])=[O:50])=[CH:39][C:40]=1[N+:46]([O-:48])=[O:47])[CH3:11].